From a dataset of Retrosynthesis with 50K atom-mapped reactions and 10 reaction types from USPTO. Predict the reactants needed to synthesize the given product. (1) Given the product O=C(O)C(F)(F)F, predict the reactants needed to synthesize it. The reactants are: CC(C)(C)OC(=O)N1CCC(c2ncc(OCCCOCc3ccccc3)cn2)C(OCc2ccc3ccccc3c2)C1. (2) Given the product CON(C)C(=O)c1ccc(C)nc1, predict the reactants needed to synthesize it. The reactants are: CNOC.Cc1ccc(C(=O)O)cn1. (3) Given the product NC(=O)C1CCCN(c2ccc(F)cc2NC(=O)NC(=O)c2cc(F)c(F)cc2Cl)C1, predict the reactants needed to synthesize it. The reactants are: NC(=O)C1CCCN(c2ccc(F)cc2N)C1.O=C=NC(=O)c1cc(F)c(F)cc1Cl.